Dataset: Retrosynthesis with 50K atom-mapped reactions and 10 reaction types from USPTO. Task: Predict the reactants needed to synthesize the given product. The reactants are: CCOC(=O)C[C@H]1O[C@H](c2ccc(OCC)cc2OC)c2cc(Cl)ccc2N(CC(C)(C)C)C1=O. Given the product CCOc1ccc([C@H]2O[C@H](CC(=O)O)C(=O)N(CC(C)(C)C)c3ccc(Cl)cc32)c(OC)c1, predict the reactants needed to synthesize it.